Task: Predict the reaction yield, written as a fraction of the theoretical maximum amount of product (1.0 means a 100% yield; for example, 0.34 means a 34% yield).. Dataset: Reaction yield outcomes from USPTO patents with 853,638 reactions (1) The reactants are [CH3:1][C@@:2]1([CH2:13][N:14]2[CH2:19][CH2:18][N:17]([C:20](OC(C)(C)C)=[O:21])[CH2:16][CH2:15]2)[O:6][C:5]2=[N:7][C:8]([N+:10]([O-:12])=[O:11])=[CH:9][N:4]2[CH2:3]1.FC(F)(F)C(O)=O.C(N(CC)CC)C.C(=O)([O-])[O-].[K+].[K+].[F:47][C:48]([F:65])([F:64])[C:49]1[CH:54]=[CH:53][C:52]([CH:55]2[CH2:60][CH2:59][N:58](C(Cl)=O)[CH2:57][CH2:56]2)=[CH:51][CH:50]=1. The catalyst is CN(C=O)C.O.C(Cl)Cl. The product is [CH3:1][C@@:2]1([CH2:13][N:14]2[CH2:15][CH2:16][N:17]([C:20]([N:58]3[CH2:59][CH2:60][CH:55]([C:52]4[CH:53]=[CH:54][C:49]([C:48]([F:47])([F:64])[F:65])=[CH:50][CH:51]=4)[CH2:56][CH2:57]3)=[O:21])[CH2:18][CH2:19]2)[O:6][C:5]2=[N:7][C:8]([N+:10]([O-:12])=[O:11])=[CH:9][N:4]2[CH2:3]1. The yield is 0.330. (2) The catalyst is C(#N)C.C(Cl)Cl.C(Cl)(Cl)Cl. The yield is 0.780. The product is [O:11]([CH2:10][CH2:9][NH:8][C:7]1[C:2]([N:18]2[CH2:23][CH2:22][NH:21][CH2:20][CH2:19]2)=[N:3][CH:4]=[CH:5][N:6]=1)[C:12]1[CH:17]=[CH:16][CH:15]=[CH:14][CH:13]=1. The reactants are Cl[C:2]1[C:7]([NH:8][CH2:9][CH2:10][O:11][C:12]2[CH:17]=[CH:16][CH:15]=[CH:14][CH:13]=2)=[N:6][CH:5]=[CH:4][N:3]=1.[NH:18]1[CH2:23][CH2:22][NH:21][CH2:20][CH2:19]1.C([O-])([O-])=O.[K+].[K+]. (3) The reactants are [CH3:1][O:2][C:3]([NH:5][C@H:6]([C:10]([N:12]1[CH2:16][C@@H:15]([CH2:17][O:18][CH3:19])[CH2:14][C@H:13]1[C:20]1[NH:24][C:23]2[C:25]3[C:30]([CH:31]=[CH:32][C:22]=2[N:21]=1)=[CH:29][C:28]1[C:33]2[C:38]([CH2:39][O:40][C:27]=1[CH:26]=3)=[CH:37][C:36]([C:41]1[NH:45][C:44]([C@@H:46]3[CH2:50][C@H:49]([CH3:51])[CH2:48][N:47]3C(OC(C)(C)C)=O)=[N:43][CH:42]=1)=[CH:35][CH:34]=2)=[O:11])[CH:7](C)[CH3:8])=[O:4].Cl.[CH3:60][O:61][C@H:62]([CH3:72])[C@H:63]([NH:67][C:68]([O:70][CH3:71])=[O:69])[C:64](O)=[O:65].CN([C:76]([O:80]N1N=NC2C=CC=NC1=2)=[N+](C)C)C.F[P-](F)(F)(F)(F)F.CCN(C(C)C)C(C)C. The catalyst is C(Cl)Cl.CO.CCOC(C)=O.CN(C=O)C.CO. The product is [CH3:76][O:80][C@H:7]([CH3:8])[C@H:6]([NH:5][C:3](=[O:4])[O:2][CH3:1])[C:10]([N:12]1[CH2:16][C@@H:15]([CH2:17][O:18][CH3:19])[CH2:14][C@H:13]1[C:20]1[NH:24][C:23]2[C:25]3[C:30]([CH:31]=[CH:32][C:22]=2[N:21]=1)=[CH:29][C:28]1[C:33]2[C:38]([CH2:39][O:40][C:27]=1[CH:26]=3)=[CH:37][C:36]([C:41]1[NH:45][C:44]([C@@H:46]3[CH2:50][C@H:49]([CH3:51])[CH2:48][N:47]3[C:64](=[O:65])[C@H:63]([C@@H:62]([CH3:72])[O:61][CH3:60])[NH:67][C:68]([O:70][CH3:71])=[O:69])=[N:43][CH:42]=1)=[CH:35][CH:34]=2)=[O:11]. The yield is 0.340. (4) The yield is 0.0600. The reactants are [CH3:1][O:2][C:3]1[CH:8]=[CH:7][C:6]([C:9]2[CH:14]=[CH:13][N:12]=[C:11]3[NH:15][C:16]([C:18]4[CH:23]=[CH:22][N:21]=[C:20]([C:24]([O:26]C)=O)[CH:19]=4)=[N:17][C:10]=23)=[CH:5][CH:4]=1.[CH3:28][N:29]1[CH2:34][CH2:33][NH:32][CH2:31][CH2:30]1. The catalyst is O. The product is [CH3:1][O:2][C:3]1[CH:8]=[CH:7][C:6]([C:9]2[CH:14]=[CH:13][N:12]=[C:11]3[NH:15][C:16]([C:18]4[CH:23]=[CH:22][N:21]=[C:20]([C:24]([N:32]5[CH2:33][CH2:34][N:29]([CH3:28])[CH2:30][CH2:31]5)=[O:26])[CH:19]=4)=[N:17][C:10]=23)=[CH:5][CH:4]=1. (5) The reactants are C([O:5][P:6]([CH:13]([F:24])[C:14]1[CH:15]=[N:16][C:17]2[C:22]([CH:23]=1)=[CH:21][CH:20]=[CH:19][CH:18]=2)(=[O:12])[O:7]C(C)(C)C)(C)(C)C. The catalyst is C(O)(=O)C.O. The yield is 0.890. The product is [F:24][CH:13]([P:6](=[O:5])([OH:7])[OH:12])[C:14]1[CH:15]=[N:16][C:17]2[C:22]([CH:23]=1)=[CH:21][CH:20]=[CH:19][CH:18]=2. (6) The reactants are [NH:1]1[CH2:6][CH2:5][C:4]2([O:11][C:10]3[C:12]4[C:17]([C:18](=[O:21])[C:19](=[O:20])[C:9]=3[S:8][CH2:7]2)=[CH:16][CH:15]=[CH:14][CH:13]=4)[CH2:3][CH2:2]1.[C:22]([C:26]1[CH:36]=[CH:35][C:29]([O:30][CH2:31][C@@H:32]2[CH2:34][O:33]2)=[CH:28][CH:27]=1)([CH3:25])([CH3:24])[CH3:23]. The catalyst is C(O)C. The product is [C:22]([C:26]1[CH:36]=[CH:35][C:29]([O:30][CH2:31][C@@H:32]([OH:33])[CH2:34][N:1]2[CH2:2][CH2:3][C:4]3([O:11][C:10]4[C:12]5[C:17]([C:18](=[O:21])[C:19](=[O:20])[C:9]=4[S:8][CH2:7]3)=[CH:16][CH:15]=[CH:14][CH:13]=5)[CH2:5][CH2:6]2)=[CH:28][CH:27]=1)([CH3:23])([CH3:24])[CH3:25]. The yield is 0.490.